From a dataset of Full USPTO retrosynthesis dataset with 1.9M reactions from patents (1976-2016). Predict the reactants needed to synthesize the given product. (1) Given the product [CH3:1][C:2]1[CH:3]=[C:4]([C:7]([NH2:13])=[O:9])[NH:5][CH:6]=1, predict the reactants needed to synthesize it. The reactants are: [CH3:1][C:2]1[CH:3]=[C:4]([C:7]([OH:9])=O)[NH:5][CH:6]=1.C(C1NC=CN=1)(C1[NH:13]C=CN=1)=O.[NH4+].[OH-]. (2) Given the product [CH3:2][C:3]1[CH:12]=[C:11]2[C:6]([CH2:7][O:8][C:9]2=[O:10])=[CH:5][CH:4]=1, predict the reactants needed to synthesize it. The reactants are: Br[CH2:2][C:3]1[CH:12]=[C:11]2[C:6]([CH2:7][O:8][C:9]2=[O:10])=[CH:5][CH:4]=1.[OH-].[Ca+2].[OH-].[H][H]. (3) Given the product [F:1][C:2]1[CH:7]=[CH:6][CH:5]=[C:4]([F:8])[C:3]=1[N:9]1[C:14]2[N:15]=[C:16]([NH:42][CH2:41][CH2:40][NH:39][CH:37]([CH3:38])[CH3:36])[N:17]=[C:18]([C:19]3[CH:20]=[C:21]([CH:28]=[CH:29][C:30]=3[CH3:31])[C:22]([NH:24][CH:25]([CH3:27])[CH3:26])=[O:23])[C:13]=2[CH2:12][NH:11][C:10]1=[O:35], predict the reactants needed to synthesize it. The reactants are: [F:1][C:2]1[CH:7]=[CH:6][CH:5]=[C:4]([F:8])[C:3]=1[N:9]1[C:14]2[N:15]=[C:16](S(C)=O)[N:17]=[C:18]([C:19]3[CH:20]=[C:21]([CH:28]=[CH:29][C:30]=3[CH3:31])[C:22]([NH:24][CH:25]([CH3:27])[CH3:26])=[O:23])[C:13]=2[CH2:12][NH:11][C:10]1=[O:35].[CH3:36][CH:37]([NH:39][CH2:40][CH2:41][NH2:42])[CH3:38]. (4) Given the product [Si:1]([O:9][C:10]1[CH:11]=[CH:12][C:13]([CH2:16][C:17]([CH3:18])=[O:19])=[CH:14][CH:15]=1)([C:4]([CH3:7])([CH3:6])[CH3:5])([CH3:3])[CH3:2], predict the reactants needed to synthesize it. The reactants are: [Si:1](Cl)([C:4]([CH3:7])([CH3:6])[CH3:5])([CH3:3])[CH3:2].[OH:9][C:10]1[CH:15]=[CH:14][C:13]([CH2:16][C:17](=[O:19])[CH3:18])=[CH:12][CH:11]=1.N1C=CN=C1. (5) Given the product [OH:11][CH2:10][C@@H:8]1[CH2:9][C@:7]1([CH2:19][NH:20][C:21](=[O:27])[O:22][C:23]([CH3:25])([CH3:24])[CH3:26])[C:1]1[CH:2]=[CH:3][CH:4]=[CH:5][CH:6]=1, predict the reactants needed to synthesize it. The reactants are: [C:1]1([C@@:7]2([CH2:19][NH:20][C:21](=[O:27])[O:22][C:23]([CH3:26])([CH3:25])[CH3:24])[CH2:9][C@H:8]2[CH2:10][O:11]CC2C=CC=CC=2)[CH:6]=[CH:5][CH:4]=[CH:3][CH:2]=1.